From a dataset of In vitro SARS-CoV-2 activity screen of 1,480 approved drugs from Prestwick library. Binary Classification. Given a drug SMILES string, predict its activity (active/inactive) in a high-throughput screening assay against a specified biological target. (1) The molecule is COC(c1ccccc1)(c1ccccc1)[C@H](Oc1nc(C)cc(C)n1)C(=O)O. The result is 1 (active). (2) The compound is COc1cc(C(=O)NCc2ccc(OCCN(C)C)cc2)cc(OC)c1OC.Cl. The result is 0 (inactive). (3) The compound is Nc1ccc2cc3ccc(N)cc3nc2c1.O=S(=O)(O)O. The result is 0 (inactive). (4) The drug is C1N2CN3CN1CN(C2)C3. The result is 0 (inactive). (5) The compound is CC1(C)NC(=O)N(c2ccc([N+](=O)[O-])c(C(F)(F)F)c2)C1=O. The result is 0 (inactive).